This data is from Catalyst prediction with 721,799 reactions and 888 catalyst types from USPTO. The task is: Predict which catalyst facilitates the given reaction. (1) Reactant: [P:1]([O-:32])([O-:31])([O:3][CH2:4][N:5]1[CH:14]=[C:13]([C:15]2[CH:20]=[CH:19][C:18]([O:21][CH3:22])=[CH:17][CH:16]=2)[C:12](=[O:23])[C:11]2[C:6]1=[C:7]([O:27][CH2:28][CH2:29][CH3:30])[CH:8]=[C:9]1[CH2:26][CH2:25][CH2:24][C:10]1=2)=[O:2].[OH-].[Na+:34]. Product: [Na+:34].[Na+:34].[P:1]([O-:31])([O-:32])([O:3][CH2:4][N:5]1[CH:14]=[C:13]([C:15]2[CH:16]=[CH:17][C:18]([O:21][CH3:22])=[CH:19][CH:20]=2)[C:12](=[O:23])[C:11]2[C:6]1=[C:7]([O:27][CH2:28][CH2:29][CH3:30])[CH:8]=[C:9]1[CH2:26][CH2:25][CH2:24][C:10]1=2)=[O:2]. The catalyst class is: 32. (2) Reactant: Cl[C:2]1[C:11]2[C:6](=[CH:7][CH:8]=[CH:9][CH:10]=2)[N:5]=[CH:4][C:3]=1[N+:12]([O-:14])=[O:13].Cl.[Cl:16][CH2:17][CH2:18][NH2:19].C(=O)([O-])[O-].[Na+].[Na+]. Product: [Cl:16][CH2:17][CH2:18][NH:19][C:2]1[C:11]2[C:6](=[CH:7][CH:8]=[CH:9][CH:10]=2)[N:5]=[CH:4][C:3]=1[N+:12]([O-:14])=[O:13]. The catalyst class is: 6. (3) Reactant: [CH2:1]([NH:3][C:4]([NH:6][C:7]1[N:12]=[CH:11][C:10]([C:13]2[CH:14]=[N:15][CH:16]=[C:17]([C:19]3[O:20][C:21](=[O:24])[NH:22][N:23]=3)[CH:18]=2)=[C:9]([CH2:25][OH:26])[CH:8]=1)=[O:5])[CH3:2].[CH3:27][S:28](Cl)(=[O:30])=[O:29]. Product: [CH3:27][S:28]([O:26][CH2:25][C:9]1[CH:8]=[C:7]([NH:6][C:4]([NH:3][CH2:1][CH3:2])=[O:5])[N:12]=[CH:11][C:10]=1[C:13]1[CH:14]=[N:15][CH:16]=[C:17]([C:19]2[O:20][C:21](=[O:24])[NH:22][N:23]=2)[CH:18]=1)(=[O:30])=[O:29]. The catalyst class is: 85. (4) Reactant: [CH2:1]([N:3]1[C:12]2[C:7](=[CH:8][C:9]([O:23][CH2:24][C:25]3[CH:30]=[CH:29][C:28]([O:31][CH3:32])=[CH:27][CH:26]=3)=[C:10]([O:13][CH2:14][C:15]3[CH:20]=[CH:19][C:18]([O:21][CH3:22])=[CH:17][CH:16]=3)[CH:11]=2)[C:6](=[O:33])[C:5]([C:34]([OH:36])=O)=[N:4]1)[CH3:2].S(Cl)(Cl)=O.[N:41]1([CH2:46][CH2:47][NH2:48])[CH2:45][CH2:44][CH2:43][CH2:42]1.C(N(CC)CC)C. Product: [CH2:1]([N:3]1[C:12]2[C:7](=[CH:8][C:9]([O:23][CH2:24][C:25]3[CH:30]=[CH:29][C:28]([O:31][CH3:32])=[CH:27][CH:26]=3)=[C:10]([O:13][CH2:14][C:15]3[CH:16]=[CH:17][C:18]([O:21][CH3:22])=[CH:19][CH:20]=3)[CH:11]=2)[C:6](=[O:33])[C:5]([C:34]([NH:48][CH2:47][CH2:46][N:41]2[CH2:45][CH2:44][CH2:43][CH2:42]2)=[O:36])=[N:4]1)[CH3:2]. The catalyst class is: 4. (5) Reactant: [H-].[Na+].[Cl:3][C:4]1[CH:9]=[CH:8][CH:7]=[CH:6][C:5]=1[OH:10].Cl[CH2:12][CH2:13][CH2:14][O:15][C:16](=[O:18])[CH3:17].[Cl-].[NH4+]. Product: [Cl:3][C:4]1[CH:9]=[CH:8][CH:7]=[CH:6][C:5]=1[O:10][CH2:12][CH2:13][CH2:14][O:15][C:16](=[O:18])[CH3:17]. The catalyst class is: 9. (6) Reactant: [CH2:1]([C@@H:8]1[CH2:15][CH2:14][CH2:13][NH:12][C:11](=O)[CH2:10][N:9]1[S:17]([C:20]1[CH:25]=[CH:24][CH:23]=[CH:22][C:21]=1[O:26][C:27]([F:30])([F:29])[F:28])(=[O:19])=[O:18])[C:2]1[CH:7]=[CH:6][CH:5]=[CH:4][CH:3]=1.COC1C=CC(P2(=S)SP(=S)(C3C=CC(OC)=CC=3)[S:40]2)=CC=1.C([O-])(O)=O.[Na+]. Product: [CH2:1]([C@@H:8]1[CH2:15][CH2:14][CH2:13][NH:12][C:11](=[S:40])[CH2:10][N:9]1[S:17]([C:20]1[CH:25]=[CH:24][CH:23]=[CH:22][C:21]=1[O:26][C:27]([F:30])([F:29])[F:28])(=[O:19])=[O:18])[C:2]1[CH:7]=[CH:6][CH:5]=[CH:4][CH:3]=1. The catalyst class is: 11.